From a dataset of Kir2.1 potassium channel HTS with 301,493 compounds. Binary Classification. Given a drug SMILES string, predict its activity (active/inactive) in a high-throughput screening assay against a specified biological target. (1) The compound is S1C=2N(CN(C1)c1ccccc1)C(=O)CC(C2C#N)c1c(OC)cc(OC)c(OC)c1. The result is 0 (inactive). (2) The molecule is Clc1c(NNC2=C(N=NC2=O)C)cccc1. The result is 0 (inactive). (3) The result is 0 (inactive). The molecule is O=c1n(c(=O)n(c2nc3n(CCCN3CCc3ccccc3)c12)C)CC(C)=C. (4) The result is 0 (inactive). The compound is s1c2c(c(C(=O)NCCCn3ccnc3)c1)cccc2. (5) The drug is N(CCc1c2c([nH]c1)cccc2)Cc1cc(ccc1)C. The result is 1 (active).